From a dataset of Full USPTO retrosynthesis dataset with 1.9M reactions from patents (1976-2016). Predict the reactants needed to synthesize the given product. (1) Given the product [ClH:27].[N:1]12[CH2:8][CH2:7][CH:4]([CH2:5][CH2:6]1)[C@H:3]([NH:9][C:10]([C:12]1[CH:13]=[CH:14][CH:15]=[C:16]3[O:20][C:19]([C:21]4[S:25][CH:24]=[N:23][C:22]=4[CH3:26])=[N:18][C:17]=13)=[O:11])[CH2:2]2, predict the reactants needed to synthesize it. The reactants are: [N:1]12[CH2:8][CH2:7][CH:4]([CH2:5][CH2:6]1)[C@H:3]([NH:9][C:10]([C:12]1[CH:13]=[CH:14][CH:15]=[C:16]3[O:20][C:19]([C:21]4[S:25][CH:24]=[N:23][C:22]=4[CH3:26])=[N:18][C:17]=13)=[O:11])[CH2:2]2.[ClH:27]. (2) Given the product [CH:1]1([C:7]2[CH:8]=[CH:9][C:10]([CH2:11][N:12]([C:28]3[CH:29]=[C:30]([P:34](=[O:35])([OH:41])[OH:38])[CH:31]=[CH:32][CH:33]=3)[C:13](=[O:27])[C:14]3[CH:19]=[CH:18][C:17]([O:20][C:21]4[CH:26]=[CH:25][CH:24]=[CH:23][CH:22]=4)=[CH:16][CH:15]=3)=[CH:42][CH:43]=2)[CH2:6][CH2:5][CH2:4][CH2:3][CH2:2]1, predict the reactants needed to synthesize it. The reactants are: [CH:1]1([C:7]2[CH:43]=[CH:42][C:10]([CH2:11][N:12]([C:28]3[CH:29]=[C:30]([P:34](=[O:41])([O:38]CC)[O:35]CC)[CH:31]=[CH:32][CH:33]=3)[C:13](=[O:27])[C:14]3[CH:19]=[CH:18][C:17]([O:20][C:21]4[CH:26]=[CH:25][CH:24]=[CH:23][CH:22]=4)=[CH:16][CH:15]=3)=[CH:9][CH:8]=2)[CH2:6][CH2:5][CH2:4][CH2:3][CH2:2]1. (3) Given the product [OH:4][C@@H:3]([CH3:5])[C@@H:2]([NH:1][C:27]([O:26][CH2:25][CH2:24][CH2:23][CH2:22][CH2:21][CH2:20][C:14]1[CH:15]=[CH:16][CH:17]=[CH:18][CH:19]=1)=[O:28])[C:6]([OH:8])=[O:7], predict the reactants needed to synthesize it. The reactants are: [NH2:1][C@@H:2]([C:6]([OH:8])=[O:7])[C@H:3]([CH3:5])[OH:4].C([O-])(O)=O.[Na+].[C:14]1([CH2:20][CH2:21][CH2:22][CH2:23][CH2:24][CH2:25][O:26][C:27](N2C=CC=CC2=O)=[O:28])[CH:19]=[CH:18][CH:17]=[CH:16][CH:15]=1.